From a dataset of Forward reaction prediction with 1.9M reactions from USPTO patents (1976-2016). Predict the product of the given reaction. (1) Given the reactants [F:1][CH:2]([F:20])[C:3]1[C:11]2[C:10]([F:13])([F:12])[CH2:9][CH2:8][C:7]([F:15])([F:14])[C:6]=2[N:5]([CH2:16][C:17]([OH:19])=O)[N:4]=1.Cl.[NH2:22][C@H:23]([C:33]1[C:38]([C:39]2[CH:40]=[CH:41][CH:42]=[C:43]3[C:47]=2[N:46]([CH3:48])[N:45]=[C:44]3[NH2:49])=[CH:37][N:36]=[C:35]([S:50][CH3:51])[N:34]=1)[CH2:24][C:25]1[CH:30]=[C:29]([F:31])[CH:28]=[C:27]([F:32])[CH:26]=1.CN(C(ON1N=NC2C=CC=NC1=2)=[N+](C)C)C.F[P-](F)(F)(F)(F)F.C(N(CC)C(C)C)(C)C, predict the reaction product. The product is: [NH2:49][C:44]1[C:43]2[C:47](=[C:39]([C:38]3[C:33]([C@@H:23]([NH:22][C:17](=[O:19])[CH2:16][N:5]4[C:6]5[C:7]([F:14])([F:15])[CH2:8][CH2:9][C:10]([F:13])([F:12])[C:11]=5[C:3]([CH:2]([F:20])[F:1])=[N:4]4)[CH2:24][C:25]4[CH:30]=[C:29]([F:31])[CH:28]=[C:27]([F:32])[CH:26]=4)=[N:34][C:35]([S:50][CH3:51])=[N:36][CH:37]=3)[CH:40]=[CH:41][CH:42]=2)[N:46]([CH3:48])[N:45]=1. (2) Given the reactants [CH2:1]([O:3][C:4](=[O:14])[CH:5]=[CH:6][CH:7]1[CH2:11][O:10][C:9]([CH3:13])([CH3:12])[O:8]1)[CH3:2].[N+:15]([CH3:18])([O-:17])=[O:16], predict the reaction product. The product is: [CH2:1]([O:3][C:4](=[O:14])[CH2:5][CH:6]([CH:7]1[CH2:11][O:10][C:9]([CH3:13])([CH3:12])[O:8]1)[CH2:18][N+:15]([O-:17])=[O:16])[CH3:2]. (3) Given the reactants [C:1]1([C:7]2[S:11][CH:10]=[C:9]([N:12]([S:18](=[O:21])(=[O:20])[NH2:19])[CH2:13][C:14]([O:16][CH3:17])=[O:15])C=2)[CH:6]=[CH:5][CH:4]=[CH:3][CH:2]=1.S(Cl)([Cl:25])(=O)=O.[CH:27]([Cl:30])(Cl)Cl, predict the reaction product. The product is: [Cl:25][C:10]1[S:11][C:7]([C:1]2[CH:6]=[CH:5][CH:4]=[CH:3][CH:2]=2)=[C:27]([Cl:30])[C:9]=1[N:12]([S:18](=[O:21])(=[O:20])[NH2:19])[CH2:13][C:14]([O:16][CH3:17])=[O:15]. (4) Given the reactants [F:1][CH:2]([F:11])[C:3]1[O:4][CH:5]=[C:6]([OH:10])[C:7](=[O:9])[CH:8]=1.[OH-].[Na+].[CH3:14][CH:15]=[O:16], predict the reaction product. The product is: [F:11][CH:2]([F:1])[C:3]1[O:4][C:5]([CH:15]([OH:16])[CH3:14])=[C:6]([OH:10])[C:7](=[O:9])[CH:8]=1.